This data is from Forward reaction prediction with 1.9M reactions from USPTO patents (1976-2016). The task is: Predict the product of the given reaction. (1) Given the reactants [CH:1]([N:4]([CH2:15][C:16]1[CH:32]=[CH:31][CH:30]=[CH:29][C:17]=1[O:18][CH2:19][CH2:20][CH2:21][CH2:22][CH2:23][C:24]([O:26]CC)=[O:25])[C:5](=[O:14])[C:6]1[CH:11]=[CH:10][C:9]([CH2:12]C)=[CH:8][CH:7]=1)([CH3:3])[CH3:2].O.[OH-].[Li+].Cl, predict the reaction product. The product is: [CH:1]([N:4]([CH2:15][C:16]1[CH:32]=[CH:31][CH:30]=[CH:29][C:17]=1[O:18][CH2:19][CH2:20][CH2:21][CH2:22][CH2:23][C:24]([OH:26])=[O:25])[C:5](=[O:14])[C:6]1[CH:7]=[CH:8][C:9]([CH3:12])=[CH:10][CH:11]=1)([CH3:3])[CH3:2]. (2) The product is: [C:2]([NH:3][C:12]([NH:11][C:6]1[CH:7]=[CH:8][CH:9]=[CH:10][C:5]=1[F:4])=[S:13])#[N:1]. Given the reactants [N:1]#[C:2][NH2:3].[F:4][C:5]1[CH:10]=[CH:9][CH:8]=[CH:7][C:6]=1[N:11]=[C:12]=[S:13], predict the reaction product. (3) Given the reactants O[C:2]1[CH:3]=[C:4]([CH:7]=[C:8]([OH:10])[CH:9]=1)[CH:5]=[O:6].FC(F)(F)S(O[CH2:17][C:18]([F:32])([F:31])[C:19]([F:30])([F:29])[CH2:20][O:21]S(C(F)(F)F)(=O)=O)(=O)=O.C(=O)([O-])[O-].[Cs+].[Cs+], predict the reaction product. The product is: [F:29][C:19]1([F:30])[CH2:20][O:21][C:9]2[CH:2]=[CH:3][C:4]([CH:5]=[O:6])=[CH:7][C:8]=2[O:10][CH2:17][C:18]1([F:32])[F:31]. (4) Given the reactants [Cl:1][C:2]1[C:7]([CH:8]([CH2:10][CH2:11][OH:12])[CH3:9])=[CH:6][C:5]([C:13]#[N:14])=[CH:4][C:3]=1[NH:15]C(=O)OC(C)(C)C.C(O)(C(F)(F)F)=O, predict the reaction product. The product is: [NH2:15][C:3]1[CH:4]=[C:5]([CH:6]=[C:7]([CH:8]([CH2:10][CH2:11][OH:12])[CH3:9])[C:2]=1[Cl:1])[C:13]#[N:14]. (5) The product is: [NH2:1][C:2]1[C:11]2[C:6](=[C:7]([C:24]3[CH:23]=[CH:22][C:21]([O:20][CH3:19])=[CH:26][C:25]=3[O:27][CH3:28])[CH:8]=[CH:9][CH:10]=2)[N:5]=[N:4][C:3]=1[C:13]([NH:15][CH:16]1[CH2:18][CH2:17]1)=[O:14]. Given the reactants [NH2:1][C:2]1[C:11]2[C:6](=[C:7](Br)[CH:8]=[CH:9][CH:10]=2)[N:5]=[N:4][C:3]=1[C:13]([NH:15][CH:16]1[CH2:18][CH2:17]1)=[O:14].[CH3:19][O:20][C:21]1[CH:26]=[C:25]([O:27][CH3:28])[CH:24]=[CH:23][C:22]=1B(O)O, predict the reaction product. (6) Given the reactants [F:1][C:2]1[CH:7]=[CH:6][C:5]([C@H:8]([CH2:12][CH:13]=[CH2:14])[CH2:9][NH:10][CH3:11])=[CH:4][CH:3]=1.[Br:15][C:16]1[CH:17]=[C:18]([CH:22]=[C:23]([C:25]([F:28])([F:27])[F:26])[CH:24]=1)[C:19]([OH:21])=O.CN(C(ON1N=NC2C=CC=CC1=2)=[N+](C)C)C.[B-](F)(F)(F)F.CCN(C(C)C)C(C)C, predict the reaction product. The product is: [Br:15][C:16]1[CH:17]=[C:18]([CH:22]=[C:23]([C:25]([F:28])([F:27])[F:26])[CH:24]=1)[C:19]([N:10]([CH2:9][C@H:8]([C:5]1[CH:4]=[CH:3][C:2]([F:1])=[CH:7][CH:6]=1)[CH2:12][CH:13]=[CH2:14])[CH3:11])=[O:21]. (7) Given the reactants [Cl-].[Al+3].[Cl-].[Cl-].NC(N)=S.Cl.C[O:11][C:12]1[CH:21]=[CH:20][CH:19]=[C:18]2[C:13]=1[CH2:14][CH2:15][CH:16]([N:22]([CH2:30][CH2:31][CH3:32])[CH2:23][CH2:24][C:25]1[S:26][CH:27]=[CH:28][CH:29]=1)[CH2:17]2.N, predict the reaction product. The product is: [CH3:32][CH2:31][CH2:30][N:22]([C@@H:16]1[CH2:17][C:18]2[CH:19]=[CH:20][CH:21]=[C:12]([OH:11])[C:13]=2[CH2:14][CH2:15]1)[CH2:23][CH2:24][C:25]1[S:26][CH:27]=[CH:28][CH:29]=1. (8) Given the reactants [F:1][C:2]1[CH:3]=[C:4]2[C:9](=[CH:10][C:11]=1F)[N:8]([CH2:13][C:14]1[CH:19]=[CH:18][C:17]([C:20]([F:23])([F:22])[F:21])=[CH:16][CH:15]=1)[CH:7]=[C:6]([C:24]#[N:25])[C:5]2=[O:26].[N:27]1([CH2:33][CH2:34][NH2:35])[CH2:32][CH2:31][O:30][CH2:29][CH2:28]1, predict the reaction product. The product is: [F:1][C:2]1[CH:3]=[C:4]2[C:9](=[CH:10][C:11]=1[NH:35][CH2:34][CH2:33][N:27]1[CH2:32][CH2:31][O:30][CH2:29][CH2:28]1)[N:8]([CH2:13][C:14]1[CH:19]=[CH:18][C:17]([C:20]([F:22])([F:21])[F:23])=[CH:16][CH:15]=1)[CH:7]=[C:6]([C:24]#[N:25])[C:5]2=[O:26]. (9) Given the reactants [N-:1]=[N+:2]=[N-:3].[Na+].[F:5][C:6]([F:17])([F:16])[C:7]1[CH:12]=[CH:11][CH:10]=[CH:9][C:8]=1B(O)O.[Na].O=C1O[C@H]([C@H](CO)O)C(O)=C1O.[Cl:31][C:32]1[CH:37]=[CH:36][C:35]([C:38]2[N:39]([CH2:47][C@H:48]([OH:53])[C:49]([F:52])([F:51])[F:50])[C:40](=[O:46])[N:41]([CH2:43][C:44]#[CH:45])[N:42]=2)=[CH:34][CH:33]=1, predict the reaction product. The product is: [Cl:31][C:32]1[CH:37]=[CH:36][C:35]([C:38]2[N:39]([CH2:47][C@H:48]([OH:53])[C:49]([F:51])([F:52])[F:50])[C:40](=[O:46])[N:41]([CH2:43][C:44]3[N:1]=[N:2][N:3]([C:8]4[CH:9]=[CH:10][CH:11]=[CH:12][C:7]=4[C:6]([F:17])([F:16])[F:5])[CH:45]=3)[N:42]=2)=[CH:34][CH:33]=1.